Dataset: Peptide-MHC class I binding affinity with 185,985 pairs from IEDB/IMGT. Task: Regression. Given a peptide amino acid sequence and an MHC pseudo amino acid sequence, predict their binding affinity value. This is MHC class I binding data. (1) The MHC is HLA-B08:01 with pseudo-sequence HLA-B08:01. The peptide sequence is KCRLRMDKL. The binding affinity (normalized) is 0.183. (2) The peptide sequence is EVKSLFNTV. The MHC is HLA-A02:03 with pseudo-sequence HLA-A02:03. The binding affinity (normalized) is 0.0847. (3) The peptide sequence is YLFQWNDNV. The MHC is HLA-B58:01 with pseudo-sequence HLA-B58:01. The binding affinity (normalized) is 0.0847. (4) The peptide sequence is LTEIASLPT. The MHC is HLA-A01:01 with pseudo-sequence HLA-A01:01. The binding affinity (normalized) is 0.326.